From a dataset of Full USPTO retrosynthesis dataset with 1.9M reactions from patents (1976-2016). Predict the reactants needed to synthesize the given product. Given the product [Cl:17][C:18]1[CH:23]=[C:22]([Cl:24])[CH:21]=[CH:20][C:19]=1[O:25][C:2]1[CH:7]=[CH:6][CH:5]=[CH:4][C:3]=1[N+:8]([O-:10])=[O:9], predict the reactants needed to synthesize it. The reactants are: F[C:2]1[CH:7]=[CH:6][CH:5]=[CH:4][C:3]=1[N+:8]([O-:10])=[O:9].C(=O)([O-])[O-].[K+].[K+].[Cl:17][C:18]1[CH:23]=[C:22]([Cl:24])[CH:21]=[CH:20][C:19]=1[OH:25].